From a dataset of Reaction yield outcomes from USPTO patents with 853,638 reactions. Predict the reaction yield, written as a fraction of the theoretical maximum amount of product (1.0 means a 100% yield; for example, 0.34 means a 34% yield). (1) The reactants are [CH3:1][O:2][C:3]1[CH:4]=[C:5]([CH2:11][CH2:12][NH2:13])[CH:6]=[CH:7][C:8]=1[O:9][CH3:10].C(N(C(C)C)C(C)C)C.C(O)CCC.Cl[C:29]1[N:34]=[C:33]([C:35]2[CH:40]=[CH:39][CH:38]=[C:37]([N+:41]([O-:43])=[O:42])[CH:36]=2)[CH:32]=[CH:31][N:30]=1. The catalyst is C(OCC)(=O)C. The product is [N+:41]([C:37]1[CH:36]=[C:35]([C:33]2[CH:32]=[CH:31][N:30]=[C:29]([NH:13][CH2:12][CH2:11][C:5]3[CH:6]=[CH:7][C:8]([O:9][CH3:10])=[C:3]([O:2][CH3:1])[CH:4]=3)[N:34]=2)[CH:40]=[CH:39][CH:38]=1)([O-:43])=[O:42]. The yield is 0.840. (2) The reactants are [CH2:1](Br)[C:2]1[CH:7]=[CH:6][CH:5]=[CH:4][CH:3]=1.[Br:9][C:10]1[CH:11]=[C:12]([OH:16])[CH:13]=[CH:14][CH:15]=1.C(=O)([O-])[O-].[K+].[K+]. The catalyst is CC(C)=O. The product is [CH2:1]([O:16][C:12]1[CH:13]=[CH:14][CH:15]=[C:10]([Br:9])[CH:11]=1)[C:2]1[CH:7]=[CH:6][CH:5]=[CH:4][CH:3]=1. The yield is 0.670. (3) The reactants are Br[CH2:2][C:3]([C:5]1[CH:10]=[CH:9][CH:8]=[CH:7][CH:6]=1)=O.[C:11]([CH:14]1[N:19]([CH3:20])[CH2:18][CH2:17][N:16]([C:21]([O:23][C:24]([CH3:27])([CH3:26])[CH3:25])=[O:22])[CH2:15]1)(=[S:13])[NH2:12]. The catalyst is CCO. The product is [CH3:20][N:19]1[CH2:18][CH2:17][N:16]([C:21]([O:23][C:24]([CH3:27])([CH3:25])[CH3:26])=[O:22])[CH2:15][CH:14]1[C:11]1[S:13][CH:2]=[C:3]([C:5]2[CH:10]=[CH:9][CH:8]=[CH:7][CH:6]=2)[N:12]=1. The yield is 0.640.